From a dataset of Reaction yield outcomes from USPTO patents with 853,638 reactions. Predict the reaction yield, written as a fraction of the theoretical maximum amount of product (1.0 means a 100% yield; for example, 0.34 means a 34% yield). (1) The reactants are [C:1]([O:5][C:6]([N:8]=[C:9]([NH:14][C:15]([O:17][C:18]([CH3:21])([CH3:20])[CH3:19])=[O:16])[NH:10][CH2:11][C:12]#[CH:13])=[O:7])([CH3:4])([CH3:3])[CH3:2].[CH2:22]([O:29][N:30]1[C:36](=[O:37])[N:35]2[CH2:38][C@H:31]1[CH2:32][CH2:33][C@H:34]2[C:39](Cl)=[N:40][OH:41])[C:23]1[CH:28]=[CH:27][CH:26]=[CH:25][CH:24]=1. The catalyst is C(Cl)Cl. The product is [CH2:22]([O:29][N:30]1[C:36](=[O:37])[N:35]2[CH2:38][C@H:31]1[CH2:32][CH2:33][C@H:34]2[C:39]1[CH:13]=[C:12]([CH2:11][NH:10][C:9]([NH:14][C:15]([O:17][C:18]([CH3:21])([CH3:20])[CH3:19])=[O:16])=[N:8][C:6]([O:5][C:1]([CH3:3])([CH3:4])[CH3:2])=[O:7])[O:41][N:40]=1)[C:23]1[CH:24]=[CH:25][CH:26]=[CH:27][CH:28]=1. The yield is 0.220. (2) The reactants are [C:1]1([CH:8]=[CH:7][CH:6]=[C:4]([OH:5])[CH:3]=1)[OH:2].[CH3:9][O:10][C:11](=[O:35])[C@H:12]([CH2:33]O)[NH:13][C:14]([C:27]1[CH:32]=[CH:31][CH:30]=[CH:29][CH:28]=1)([C:21]1[CH:26]=[CH:25][CH:24]=[CH:23][CH:22]=1)[C:15]1[CH:20]=[CH:19][CH:18]=[CH:17][CH:16]=1.C1(P(C2C=CC=CC=2)C2C=CC=CC=2)C=CC=CC=1.CCOC(/N=N/C(OCC)=O)=O. The catalyst is C1(C)C=CC=CC=1. The product is [OH:2][C:1]1[CH:3]=[C:4]([CH:6]=[CH:7][CH:8]=1)[O:5][CH2:33][C@H:12]([NH:13][C:14]([C:27]1[CH:32]=[CH:31][CH:30]=[CH:29][CH:28]=1)([C:21]1[CH:22]=[CH:23][CH:24]=[CH:25][CH:26]=1)[C:15]1[CH:20]=[CH:19][CH:18]=[CH:17][CH:16]=1)[C:11]([O:10][CH3:9])=[O:35]. The yield is 0.440. (3) The reactants are [OH-].[Li+].[CH3:3][C:4]1[NH:5][CH:6]=[CH:7][C:8]=1[C:9]([O:11]CC)=[O:10]. The product is [CH3:3][C:4]1[NH:5][CH:6]=[CH:7][C:8]=1[C:9]([OH:11])=[O:10]. The yield is 0.930. The catalyst is O.O1CCOCC1. (4) The reactants are [C:1]1([CH2:11][NH2:12])[C:10]2[C:5](=[CH:6][CH:7]=[CH:8][CH:9]=2)[CH:4]=[CH:3][CH:2]=1.F[C:14]1[CH:22]=[N:21][CH:20]=[CH:19][C:15]=1[C:16]([OH:18])=[O:17]. No catalyst specified. The product is [C:1]1([CH2:11][NH:12][C:19]2[CH:20]=[N:21][CH:22]=[CH:14][C:15]=2[C:16]([OH:18])=[O:17])[C:10]2[C:5](=[CH:6][CH:7]=[CH:8][CH:9]=2)[CH:4]=[CH:3][CH:2]=1. The yield is 0.660.